From a dataset of Forward reaction prediction with 1.9M reactions from USPTO patents (1976-2016). Predict the product of the given reaction. (1) Given the reactants [Br:1][C:2]1[CH:3]=[C:4]2[C:8](=[CH:9][CH:10]=1)[NH:7][N:6]=C2N.IC.COC(C)(C)C.C([O-])([O-])=O.[Na+].[Na+].[CH3:26][N:27]([CH:29]=O)[CH3:28], predict the reaction product. The product is: [Br:1][C:2]1[CH:10]=[C:9]2[C:8](=[CH:4][CH:3]=1)[NH:7][N:6]=[C:29]2[N:27]([CH3:28])[CH3:26]. (2) Given the reactants C(N(C(C)C)CC)(C)C.CN(C(ON1N=NC2C=CC=CC1=2)=[N+](C)C)C.[B-](F)(F)(F)F.[Cl:32][C:33]1[CH:38]=[CH:37][C:36]([C:39]2[N:44]=[C:43]([C:45]([OH:47])=O)[CH:42]=[CH:41][C:40]=2[C:48]2[C:53]([O:54][CH3:55])=[CH:52][CH:51]=[CH:50][C:49]=2[O:56][CH3:57])=[CH:35][C:34]=1[O:58][CH2:59][CH2:60][CH2:61][N:62]([CH3:64])[CH3:63].[NH2:65][C:66]1([C:72]([OH:74])=[O:73])[CH2:71][CH2:70][CH2:69][CH2:68][CH2:67]1.C/C(/O[Si](C)(C)C)=N\[Si](C)(C)C.Cl, predict the reaction product. The product is: [ClH:32].[Cl:32][C:33]1[CH:38]=[CH:37][C:36]([C:39]2[N:44]=[C:43]([C:45]([NH:65][C:66]3([C:72]([OH:74])=[O:73])[CH2:71][CH2:70][CH2:69][CH2:68][CH2:67]3)=[O:47])[CH:42]=[CH:41][C:40]=2[C:48]2[C:49]([O:56][CH3:57])=[CH:50][CH:51]=[CH:52][C:53]=2[O:54][CH3:55])=[CH:35][C:34]=1[O:58][CH2:59][CH2:60][CH2:61][N:62]([CH3:64])[CH3:63]. (3) Given the reactants [NH2:1][C@H:2]1[C:11]2[C:6](=[CH:7][CH:8]=[C:9]([N:12]3[CH2:17][CH2:16][O:15][CH2:14][CH2:13]3)[CH:10]=2)[N:5]([C:18](=[O:20])[CH3:19])[C@@H:4]([CH2:21][CH3:22])[C@@H:3]1[CH3:23].Br[C:25]1[CH:30]=[CH:29][CH:28]=[C:27]([CH3:31])[N:26]=1.CN(C1C(C2C(P(C3CCCCC3)C3CCCCC3)=CC=CC=2)=CC=CC=1)C.CC(C)([O-])C.[Na+], predict the reaction product. The product is: [CH2:21]([C@H:4]1[C@H:3]([CH3:23])[C@@H:2]([NH:1][C:25]2[CH:30]=[CH:29][CH:28]=[C:27]([CH3:31])[N:26]=2)[C:11]2[C:6](=[CH:7][CH:8]=[C:9]([N:12]3[CH2:13][CH2:14][O:15][CH2:16][CH2:17]3)[CH:10]=2)[N:5]1[C:18](=[O:20])[CH3:19])[CH3:22]. (4) Given the reactants [Br:1][C:2]1[C:7](=[O:8])[N:6]([CH2:9][C:10]([NH:12][CH2:13][C:14]2[CH:19]=[CH:18][N:17]=[C:16]([C:20]#[N:21])[CH:15]=2)=[O:11])[N:5]=[CH:4][C:3]=1[NH:22][C@@H:23]1[CH2:28][C@@H:27]2[CH2:29][C@@H:25]([C:26]2([CH3:31])[CH3:30])[C@H:24]1[CH3:32].C(OCC)(=[O:35])C, predict the reaction product. The product is: [Br:1][C:2]1[C:7](=[O:8])[N:6]([CH2:9][C:10]([NH:12][CH2:13][C:14]2[CH:19]=[CH:18][N:17]=[C:16]([C:20]([NH2:21])=[O:35])[CH:15]=2)=[O:11])[N:5]=[CH:4][C:3]=1[NH:22][C@@H:23]1[CH2:28][C@@H:27]2[CH2:29][C@@H:25]([C:26]2([CH3:31])[CH3:30])[C@H:24]1[CH3:32]. (5) Given the reactants [C:1]([O:5][C:6]([NH:8][C:9]1[C:18]2[C:13](=[CH:14][C:15]([O:21][CH3:22])=[C:16]([O:19][CH3:20])[CH:17]=2)[CH:12]=[CH:11][CH:10]=1)=[O:7])([CH3:4])([CH3:3])[CH3:2].[I:23]CCI.[NH4+].[Cl-], predict the reaction product. The product is: [C:1]([O:5][C:6]([NH:8][C:9]1[C:18]2[C:13](=[CH:14][C:15]([O:21][CH3:22])=[C:16]([O:19][CH3:20])[CH:17]=2)[C:12]([I:23])=[CH:11][CH:10]=1)=[O:7])([CH3:4])([CH3:3])[CH3:2]. (6) The product is: [C:3]([O:7][C:8]([N:10]([CH2:17][CH2:18][C:19]#[N:20])[C:11]([CH3:15])([CH3:16])[C:12]([O:14][CH3:1])=[O:13])=[O:9])([CH3:6])([CH3:5])[CH3:4]. Given the reactants [CH3:1]I.[C:3]([O:7][C:8]([N:10]([CH2:17][CH2:18][C:19]#[N:20])[C:11]([CH3:16])([CH3:15])[C:12]([OH:14])=[O:13])=[O:9])([CH3:6])([CH3:5])[CH3:4], predict the reaction product. (7) Given the reactants O[C:2]1[C:14]2[C:13]3[C:8](=[CH:9][C:10]([C:15]([O:17][CH3:18])=[O:16])=[CH:11][CH:12]=3)[NH:7][C:6]=2[N:5]=[CH:4][N:3]=1.P(Cl)(Cl)([Cl:21])=O, predict the reaction product. The product is: [Cl:21][C:2]1[C:14]2[C:13]3[C:8](=[CH:9][C:10]([C:15]([O:17][CH3:18])=[O:16])=[CH:11][CH:12]=3)[NH:7][C:6]=2[N:5]=[CH:4][N:3]=1. (8) Given the reactants [F:1][C:2]([F:20])([F:19])[C:3]1[CH:8]=[CH:7][N:6]=[C:5]([O:9][C:10]2[CH:15]=[CH:14][C:13]([CH2:16][CH2:17][OH:18])=[CH:12][CH:11]=2)[CH:4]=1.[H-].[Na+].[NH2:23][C:24]1[C:29]([N+:30]([O-])=O)=[C:28](Cl)[N:27]=[CH:26][N:25]=1.[OH2:34].CS(C)=[O:37], predict the reaction product. The product is: [N+:23]([C:24]1[C:29]([NH2:30])=[C:28]([O:18][CH2:17][CH2:16][C:13]2[CH:12]=[CH:11][C:10]([O:9][C:5]3[CH:4]=[C:3]([C:2]([F:19])([F:1])[F:20])[CH:8]=[CH:7][N:6]=3)=[CH:15][CH:14]=2)[N:27]=[CH:26][N:25]=1)([O-:37])=[O:34]. (9) Given the reactants [N:1]1[C:10]2[C:5](=[CH:6][CH:7]=[CH:8][CH:9]=2)[CH:4]=[CH:3][C:2]=1[C:11]([OH:13])=O.N[S:15][C:16]1[CH:20]=[CH:19][NH:18][N:17]=1.CCN=C=NC[CH2:27][CH2:28][N:29]([CH3:31])C.Cl.C1[CH:34]=[CH:35][C:36]2N(O)N=N[C:37]=2C=1.CN1CCOCC1.[Cl-].[NH4+].[CH3:52][N:53]([CH:55]=[O:56])C, predict the reaction product. The product is: [CH3:37][C:36]1[O:13][C:11]([C:2]2[CH:3]=[C:4]([C:55]([NH:53][C:52]3[S:15][C:16]([C:20]4[CH:19]=[CH:31][N:29]=[CH:28][CH:27]=4)=[N:17][N:18]=3)=[O:56])[C:5]3[C:10](=[CH:9][CH:8]=[CH:7][CH:6]=3)[N:1]=2)=[CH:34][CH:35]=1.